From a dataset of Catalyst prediction with 721,799 reactions and 888 catalyst types from USPTO. Predict which catalyst facilitates the given reaction. (1) Reactant: [CH3:1][O:2][CH2:3][O:4][C:5]1[CH:13]=[CH:12][C:8]([C:9]([OH:11])=O)=[CH:7][CH:6]=1.[CH2:14]([O:21][C@@H:22]1[CH2:27][CH2:26][C@H:25]([CH2:28][NH2:29])[CH2:24][CH2:23]1)[C:15]1[CH:20]=[CH:19][CH:18]=[CH:17][CH:16]=1.CCN=C=NCCCN(C)C.C1C=CC2N(O)N=NC=2C=1.O. Product: [CH2:14]([O:21][C@@H:22]1[CH2:27][CH2:26][C@H:25]([CH2:28][NH:29][C:9](=[O:11])[C:8]2[CH:7]=[CH:6][C:5]([O:4][CH2:3][O:2][CH3:1])=[CH:13][CH:12]=2)[CH2:24][CH2:23]1)[C:15]1[CH:20]=[CH:19][CH:18]=[CH:17][CH:16]=1. The catalyst class is: 31. (2) Reactant: C[C:2]1[N:3]([CH2:14][C:15]2[CH:20]=[CH:19][C:18]([Cl:21])=[CH:17][CH:16]=2)[C:4]2[C:9]([CH:10]=1)=[CH:8][CH:7]=[CH:6][C:5]=2[C:11](O)=O.[CH3:22]N(C=O)C.P(Cl)(Cl)(Cl)=O.[C:32](=[O:35])(O)[O-:33].[Na+]. Product: [Cl:21][C:18]1[CH:19]=[CH:20][C:15]([CH2:14][N:3]2[C:2]3[C:6](=[CH:7][CH:8]=[CH:9][C:10]=3[C:32]([O:33][CH3:22])=[O:35])[C:5]([CH3:11])=[CH:4]2)=[CH:16][CH:17]=1. The catalyst class is: 6. (3) Reactant: C([O:5][C:6]([C:8]1[CH:21]=[CH:20][C:11]2[CH2:12][CH2:13][O:14][C:15](=[O:19])[N:16]([CH2:17][CH3:18])[C:10]=2[CH:9]=1)=[O:7])(C)(C)C. Product: [CH2:17]([N:16]1[C:10]2[CH:9]=[C:8]([C:6]([OH:7])=[O:5])[CH:21]=[CH:20][C:11]=2[CH2:12][CH2:13][O:14][C:15]1=[O:19])[CH3:18]. The catalyst class is: 137. (4) Reactant: Cl[C:2]1[CH:7]=[N:6][CH:5]=[C:4]([O:8][C:9]2[C:10]3[CH2:11][CH2:12][C:13](=[O:18])[C:14]=3[CH:15]=[CH:16][CH:17]=2)[N:3]=1.[CH3:19][O:20][C:21]1[CH:22]=[C:23]([CH:25]=[C:26]([O:30][CH3:31])[C:27]=1[O:28][CH3:29])[NH2:24]. Product: [CH3:31][O:30][C:26]1[CH:25]=[C:23]([NH:24][C:2]2[CH:7]=[N:6][CH:5]=[C:4]([O:8][C:9]3[C:10]4[CH2:11][CH2:12][C:13](=[O:18])[C:14]=4[CH:15]=[CH:16][CH:17]=3)[N:3]=2)[CH:22]=[C:21]([O:20][CH3:19])[C:27]=1[O:28][CH3:29]. The catalyst class is: 25. (5) Reactant: [OH:1][C:2]([C:4]([F:7])([F:6])[F:5])=[O:3].[F:8][CH:9]([F:37])[CH2:10][NH:11][C:12]1[N:17]=[C:16]2[CH2:18][NH:19][CH2:20][CH2:21][C:15]2=[N:14][C:13]=1[N:22]1[CH2:27][CH2:26][CH:25]([O:28][C:29]2[CH:34]=[CH:33][C:32]([F:35])=[CH:31][C:30]=2[F:36])[CH2:24][CH2:23]1.CCN(C(C)C)C(C)C.CS(Cl)(=O)=O. Product: [F:37][CH:9]([F:8])[CH2:10][NH:11][C:12]1[N:17]=[C:16]2[CH2:18][N:19]([C:2](=[O:1])[CH:4]([F:7])[F:5])[CH2:20][CH2:21][C:15]2=[N:14][C:13]=1[N:22]1[CH2:23][CH2:24][CH:25]([O:28][C:29]2[CH:34]=[CH:33][C:32]([F:35])=[CH:31][C:30]=2[F:36])[CH2:26][CH2:27]1.[C:2]([OH:3])([C:4]([F:7])([F:6])[F:5])=[O:1]. The catalyst class is: 59. (6) Reactant: COC1C=C(OC)C=CC=1C[N:6]1[C:10]2[N:11]=[CH:12][N:13]=[C:14]([NH:15][CH2:16][CH2:17][N:18]3[CH2:23][CH2:22][O:21][CH2:20][CH2:19]3)[C:9]=2[C:8]([C:24]2[CH:29]=[CH:28][CH:27]=[CH:26][CH:25]=2)=[C:7]1[C:30]1[CH:35]=[CH:34][CH:33]=[CH:32][CH:31]=1. Product: [C:24]1([C:8]2[C:9]3[C:14]([NH:15][CH2:16][CH2:17][N:18]4[CH2:19][CH2:20][O:21][CH2:22][CH2:23]4)=[N:13][CH:12]=[N:11][C:10]=3[NH:6][C:7]=2[C:30]2[CH:35]=[CH:34][CH:33]=[CH:32][CH:31]=2)[CH:25]=[CH:26][CH:27]=[CH:28][CH:29]=1. The catalyst class is: 55. (7) Reactant: [CH:1]1([C:4]2[C:5]([N:26]([CH2:31][C:32]3[CH:37]=[CH:36][C:35]([O:38][CH3:39])=[CH:34][CH:33]=3)[S:27]([CH3:30])(=[O:29])=[O:28])=[CH:6][C:7]3[O:11][C:10]([C:12]4[CH:17]=[CH:16][C:15]([F:18])=[CH:14][CH:13]=4)=[C:9]([C:19]4[NH:20][CH2:21][CH:22]([CH3:24])[N:23]=4)[C:8]=3[CH:25]=2)[CH2:3][CH2:2]1.C(=O)([O-])[O-].[K+].[K+].C(O)(=O)C.C(O)(=O)C.IC1C=CC=CC=1. Product: [CH:1]1([C:4]2[C:5]([N:26]([CH2:31][C:32]3[CH:33]=[CH:34][C:35]([O:38][CH3:39])=[CH:36][CH:37]=3)[S:27]([CH3:30])(=[O:29])=[O:28])=[CH:6][C:7]3[O:11][C:10]([C:12]4[CH:17]=[CH:16][C:15]([F:18])=[CH:14][CH:13]=4)=[C:9]([C:19]4[NH:20][CH:21]=[C:22]([CH3:24])[N:23]=4)[C:8]=3[CH:25]=2)[CH2:3][CH2:2]1. The catalyst class is: 16. (8) Reactant: [C:1]1([NH:7][C:8]2[C:12]([C:13]([NH2:15])=[O:14])=[CH:11][NH:10][N:9]=2)[CH:6]=[CH:5][CH:4]=[CH:3][CH:2]=1.[C:16]([CH:18]=[C:19]1[CH2:24][CH2:23][N:22]([C:25]([O:27][C:28]([CH3:31])([CH3:30])[CH3:29])=[O:26])[CH2:21][CH2:20]1)#[N:17].C1CCN2C(=NCCC2)CC1. Product: [C:13]([C:12]1[C:8]([NH:7][C:1]2[CH:2]=[CH:3][CH:4]=[CH:5][CH:6]=2)=[N:9][N:10]([C:19]2([CH2:18][C:16]#[N:17])[CH2:20][CH2:21][N:22]([C:25]([O:27][C:28]([CH3:29])([CH3:30])[CH3:31])=[O:26])[CH2:23][CH2:24]2)[CH:11]=1)(=[O:14])[NH2:15]. The catalyst class is: 47.